The task is: Predict the reactants needed to synthesize the given product.. This data is from Full USPTO retrosynthesis dataset with 1.9M reactions from patents (1976-2016). (1) Given the product [Br:1][C:2]1[C:3]2[S:12][N:6]=[CH:5][C:4]=2[CH:8]=[C:9]([F:11])[CH:10]=1, predict the reactants needed to synthesize it. The reactants are: [Br:1][C:2]1[C:3]([S:12]C(C)(C)C)=[C:4]([CH:8]=[C:9]([F:11])[CH:10]=1)[CH:5]=[N:6]O.C1(C)C=CC(S(O)(=O)=O)=CC=1. (2) Given the product [O:1]1[C:5]2[CH:6]=[CH:7][C:8]([CH2:10][N:11]3[C:20]([C:21]([Cl:35])=[O:22])=[C:19]([C:24]4[CH:29]=[CH:28][CH:27]=[CH:26][CH:25]=4)[C:18]4[C:13](=[CH:14][CH:15]=[C:16]([Br:30])[CH:17]=4)[C:12]3=[O:31])=[CH:9][C:4]=2[O:3][CH2:2]1, predict the reactants needed to synthesize it. The reactants are: [O:1]1[C:5]2[CH:6]=[CH:7][C:8]([CH2:10][N:11]3[C:20]([C:21](O)=[O:22])=[C:19]([C:24]4[CH:29]=[CH:28][CH:27]=[CH:26][CH:25]=4)[C:18]4[C:13](=[CH:14][CH:15]=[C:16]([Br:30])[CH:17]=4)[C:12]3=[O:31])=[CH:9][C:4]=2[O:3][CH2:2]1.C(Cl)(=O)C([Cl:35])=O. (3) Given the product [OH:1][CH:2]([C:6]1[CH:11]=[CH:10][CH:9]=[C:8]([C:12]2[CH:13]=[C:14]3[C:20]([C:21]4[CH:26]=[CH:25][CH:24]=[CH:23][C:22]=4[O:27][CH3:28])=[N:19][N:18]([CH2:29][O:30][CH2:31][CH2:32][Si:33]([CH3:35])([CH3:36])[CH3:34])[C:15]3=[N:16][CH:17]=2)[CH:7]=1)[C:3]([N:38]([CH3:39])[CH3:37])=[O:5], predict the reactants needed to synthesize it. The reactants are: [OH:1][CH:2]([C:6]1[CH:11]=[CH:10][CH:9]=[C:8]([C:12]2[CH:13]=[C:14]3[C:20]([C:21]4[CH:26]=[CH:25][CH:24]=[CH:23][C:22]=4[O:27][CH3:28])=[N:19][N:18]([CH2:29][O:30][CH2:31][CH2:32][Si:33]([CH3:36])([CH3:35])[CH3:34])[C:15]3=[N:16][CH:17]=2)[CH:7]=1)[C:3]([OH:5])=O.[CH3:37][NH:38][CH3:39].C(N(C(C)C)CC)(C)C. (4) Given the product [F:13][C:9]1[CH:8]=[C:7]([C:5]2[C:4]([C:14]3[CH:19]=[CH:18][N:17]=[CH:16][CH:15]=3)=[CH:3][NH:2][N:22]=2)[CH:12]=[CH:11][CH:10]=1, predict the reactants needed to synthesize it. The reactants are: C[N:2](C)[CH:3]=[C:4]([C:14]1[CH:19]=[CH:18][N:17]=[CH:16][CH:15]=1)[C:5]([C:7]1[CH:12]=[CH:11][CH:10]=[C:9]([F:13])[CH:8]=1)=O.C[N:22](C)C=C(C1C=CN=CC=1)C(C1C=CC(F)=CC=1)=O.